Predict the product of the given reaction. From a dataset of Forward reaction prediction with 1.9M reactions from USPTO patents (1976-2016). (1) Given the reactants [OH:1][C:2]1[CH:3]=[CH:4][C:5]([N+:15]([O-])=O)=[C:6]([CH:14]=1)[O:7][CH2:8][C:9]([CH3:13])([OH:12])[CH2:10][OH:11], predict the reaction product. The product is: [NH2:15][C:5]1[CH:4]=[CH:3][C:2]([OH:1])=[CH:14][C:6]=1[O:7][CH2:8][C:9]([CH3:13])([OH:12])[CH2:10][OH:11]. (2) Given the reactants [C:1]([NH:4][C:5]1[CH:6]=[C:7]([C:11]2[C:16]3[N:17]([C:20]4[CH:25]=[CH:24][CH:23]=[CH:22][CH:21]=4)[CH:18]=[N:19][C:15]=3[CH:14]=[C:13]([C:26]([F:29])([F:28])[F:27])[CH:12]=2)[CH:8]=[CH:9][CH:10]=1)(=[O:3])[CH3:2].[H-].[Na+].I[CH3:33], predict the reaction product. The product is: [CH3:33][N:4]([C:5]1[CH:6]=[C:7]([C:11]2[C:16]3[N:17]([C:20]4[CH:25]=[CH:24][CH:23]=[CH:22][CH:21]=4)[CH:18]=[N:19][C:15]=3[CH:14]=[C:13]([C:26]([F:29])([F:28])[F:27])[CH:12]=2)[CH:8]=[CH:9][CH:10]=1)[C:1](=[O:3])[CH3:2]. (3) Given the reactants [Cl:1][C:2]1[CH:26]=[CH:25][C:5]([C:6]([NH:8][CH:9]([CH2:13][C:14]2[C:23]3[C:18](=[CH:19][CH:20]=[CH:21][CH:22]=3)[NH:17][C:16](=[O:24])[CH:15]=2)[C:10]([OH:12])=[S:11])=[O:7])=[CH:4][CH:3]=1.[CH2:27](Br)[CH:28]=[CH2:29], predict the reaction product. The product is: [Cl:1][C:2]1[CH:3]=[CH:4][C:5]([C:6]([NH:8][CH:9]([CH2:13][C:14]2[C:23]3[C:18](=[CH:19][CH:20]=[CH:21][CH:22]=3)[NH:17][C:16](=[O:24])[CH:15]=2)[C:10]([S:11][CH2:29][CH:28]=[CH2:27])=[O:12])=[O:7])=[CH:25][CH:26]=1. (4) Given the reactants [Cl:1][C:2]1[CH:3]=[C:4]([C:11]([NH:13][CH2:14][C:15]2[CH:20]=[CH:19][C:18]([C:21]#[N:22])=[CH:17][C:16]=2[O:23][CH2:24][C:25](=[O:28])[NH:26][CH3:27])=[O:12])[CH:5]=[C:6]([CH:10]=1)[C:7](O)=[O:8].[CH2:29]([CH2:31][NH2:32])[OH:30], predict the reaction product. The product is: [Cl:1][C:2]1[CH:10]=[C:6]([C:7]([NH:32][CH2:31][CH2:29][OH:30])=[O:8])[CH:5]=[C:4]([CH:3]=1)[C:11]([NH:13][CH2:14][C:15]1[CH:20]=[CH:19][C:18]([C:21]#[N:22])=[CH:17][C:16]=1[O:23][CH2:24][C:25](=[O:28])[NH:26][CH3:27])=[O:12]. (5) Given the reactants [C:1]([O:9][C@H:10]1[C@@H:21]([O:22][C:23](=[O:30])[C:24]2[CH:29]=[CH:28][CH:27]=[CH:26][CH:25]=2)[C@H:20]([O:31][C:32](=[O:39])[C:33]2[CH:38]=[CH:37][CH:36]=[CH:35][CH:34]=2)[C@@H:19]([CH2:40][OH:41])[O:18][C@@H:11]1[O:12][CH2:13][CH2:14][N:15]=[N+:16]=[N-:17])(=[O:8])[C:2]1[CH:7]=[CH:6][CH:5]=[CH:4][CH:3]=1.[C:42]([O:50][C@H:51]1[C@@H:63]([O:64][C:65](=[O:72])[C:66]2[CH:71]=[CH:70][CH:69]=[CH:68][CH:67]=2)[C@H:62]([O:73][C:74](=[O:81])[C:75]2[CH:80]=[CH:79][CH:78]=[CH:77][CH:76]=2)[C@@H:61]([CH2:82][O:83][C:84](=[O:91])[C:85]2[CH:90]=[CH:89][CH:88]=[CH:87][CH:86]=2)[O:60][C@@H:52]1OC(=N)C(Cl)(Cl)Cl)(=[O:49])[C:43]1[CH:48]=[CH:47][CH:46]=[CH:45][CH:44]=1.[Si](OS(C(F)(F)F)(=O)=O)(C)(C)C, predict the reaction product. The product is: [C:1]([O:9][C@H:10]1[C@@H:21]([O:22][C:23](=[O:30])[C:24]2[CH:29]=[CH:28][CH:27]=[CH:26][CH:25]=2)[C@H:20]([O:31][C:32](=[O:39])[C:33]2[CH:38]=[CH:37][CH:36]=[CH:35][CH:34]=2)[C@@H:19]([CH2:40][O:41][C@H:52]2[O:60][C@H:61]([CH2:82][O:83][C:84](=[O:91])[C:85]3[CH:90]=[CH:89][CH:88]=[CH:87][CH:86]=3)[C@@H:62]([O:73][C:74](=[O:81])[C:75]3[CH:76]=[CH:77][CH:78]=[CH:79][CH:80]=3)[C@H:63]([O:64][C:65](=[O:72])[C:66]3[CH:67]=[CH:68][CH:69]=[CH:70][CH:71]=3)[C@@H:51]2[O:50][C:42](=[O:49])[C:43]2[CH:44]=[CH:45][CH:46]=[CH:47][CH:48]=2)[O:18][C@@H:11]1[O:12][CH2:13][CH2:14][N:15]=[N+:16]=[N-:17])(=[O:8])[C:2]1[CH:7]=[CH:6][CH:5]=[CH:4][CH:3]=1. (6) Given the reactants [BH4-].[Na+].[Br:3][C:4]1[C:11]([O:12][CH2:13][C:14]2[CH:19]=[CH:18][C:17]([O:20][CH3:21])=[CH:16][CH:15]=2)=[CH:10][CH:9]=[CH:8][C:5]=1[CH:6]=[O:7], predict the reaction product. The product is: [Br:3][C:4]1[C:11]([O:12][CH2:13][C:14]2[CH:19]=[CH:18][C:17]([O:20][CH3:21])=[CH:16][CH:15]=2)=[CH:10][CH:9]=[CH:8][C:5]=1[CH2:6][OH:7]. (7) The product is: [ClH:25].[NH2:1][C@@H:2]([CH2:10][C:11]1[CH:12]=[CH:13][C:14]([O:17][CH2:18][C:19]2[CH:24]=[CH:23][CH:22]=[CH:21][CH:20]=2)=[CH:15][CH:16]=1)[C:3]([NH:5][C:6]([CH3:8])([CH3:7])[CH3:9])=[O:4]. Given the reactants [NH2:1][C@@H:2]([CH2:10][C:11]1[CH:16]=[CH:15][C:14]([O:17][CH2:18][C:19]2[CH:24]=[CH:23][CH:22]=[CH:21][CH:20]=2)=[CH:13][CH:12]=1)[C:3]([NH:5][C:6]([CH3:9])([CH3:8])[CH3:7])=[O:4].[ClH:25], predict the reaction product.